This data is from Retrosynthesis with 50K atom-mapped reactions and 10 reaction types from USPTO. The task is: Predict the reactants needed to synthesize the given product. The reactants are: C=CCS.CCCCOc1ccc(Cl)nn1. Given the product C=CCSc1ccc(OCCCC)nn1, predict the reactants needed to synthesize it.